From a dataset of Peptide-MHC class I binding affinity with 185,985 pairs from IEDB/IMGT. Regression. Given a peptide amino acid sequence and an MHC pseudo amino acid sequence, predict their binding affinity value. This is MHC class I binding data. (1) The peptide sequence is EVMPEKRNVV. The MHC is HLA-A02:02 with pseudo-sequence HLA-A02:02. The binding affinity (normalized) is 0.0839. (2) The peptide sequence is FLMAYANQIH. The MHC is HLA-A11:01 with pseudo-sequence HLA-A11:01. The binding affinity (normalized) is 0. (3) The peptide sequence is MHCDFAFWV. The MHC is HLA-A69:01 with pseudo-sequence HLA-A69:01. The binding affinity (normalized) is 0.0847.